From a dataset of Catalyst prediction with 721,799 reactions and 888 catalyst types from USPTO. Predict which catalyst facilitates the given reaction. (1) Reactant: [CH:1]([C:3]1[C:4]([CH3:24])=[C:5]([C:9]2[C:14]([CH3:15])=[CH:13][C:12]([O:16][CH2:17][C:18]([O:20]CC)=[O:19])=[CH:11][C:10]=2[CH3:23])[CH:6]=[CH:7][CH:8]=1)=[O:2].[OH-].[Na+].Cl. Product: [CH:1]([C:3]1[C:4]([CH3:24])=[C:5]([C:9]2[C:14]([CH3:15])=[CH:13][C:12]([O:16][CH2:17][C:18]([OH:20])=[O:19])=[CH:11][C:10]=2[CH3:23])[CH:6]=[CH:7][CH:8]=1)=[O:2]. The catalyst class is: 36. (2) Reactant: C(=O)([O-])[O-].[K+].[K+].C[Si]([C:11]#[C:12][C:13]1[C:21]2[C:16](=[CH:17][CH:18]=[CH:19][CH:20]=2)[N:15](C(OC(C)(C)C)=O)[N:14]=1)(C)C. Product: [C:12]([C:13]1[C:21]2[C:16](=[CH:17][CH:18]=[CH:19][CH:20]=2)[NH:15][N:14]=1)#[CH:11]. The catalyst class is: 14. (3) Reactant: [CH3:1][O:2][C:3](=[O:23])[C:4]1[CH:9]=[CH:8][C:7]([O:10][CH3:11])=[C:6]([NH:12][C:13](=[N:21]Cl)[C:14]2[CH:19]=[CH:18][C:17]([Cl:20])=[CH:16][CH:15]=2)[CH:5]=1.C([O-])([O-])=O.[Na+].[Na+]. Product: [CH3:1][O:2][C:3]([C:4]1[C:5]2[N:21]=[C:13]([C:14]3[CH:19]=[CH:18][C:17]([Cl:20])=[CH:16][CH:15]=3)[NH:12][C:6]=2[C:7]([O:10][CH3:11])=[CH:8][CH:9]=1)=[O:23]. The catalyst class is: 5. (4) Reactant: [CH3:1][C:2]12[CH2:12][CH:11]1[C:10]1[C:9]([O:13]COC)=[CH:8][CH:7]=[CH:6][C:5]=1[O:4][CH2:3]2.Cl. Product: [CH3:1][C:2]12[CH2:12][CH:11]1[C:10]1[C:9]([OH:13])=[CH:8][CH:7]=[CH:6][C:5]=1[O:4][CH2:3]2. The catalyst class is: 5. (5) Reactant: Cl[CH2:2][CH2:3][CH2:4][Si:5]([O:16][Si:17]([CH3:20])([CH3:19])[CH3:18])([O:11][Si:12]([CH3:15])([CH3:14])[CH3:13])[O:6][Si:7]([CH3:10])([CH3:9])[CH3:8].[I-:21].[Na+]. Product: [I:21][CH2:2][CH2:3][CH2:4][Si:5]([O:16][Si:17]([CH3:20])([CH3:19])[CH3:18])([O:11][Si:12]([CH3:15])([CH3:14])[CH3:13])[O:6][Si:7]([CH3:10])([CH3:9])[CH3:8]. The catalyst class is: 21. (6) Reactant: CC(OC(/N=N/C(OC(C)C)=O)=O)C.[CH2:15]([O:22][C:23]1[CH:40]=[CH:39][C:26]([C:27]([NH:29][CH2:30][C@H:31]2[CH2:36][CH2:35][C@@H:34]([CH2:37][OH:38])[CH2:33][CH2:32]2)=[O:28])=[CH:25][CH:24]=1)[C:16]1[CH:21]=[CH:20][CH:19]=[CH:18][CH:17]=1.[C:41]1(O)[CH:46]=[CH:45][CH:44]=[CH:43][CH:42]=1.C1(P(C2C=CC=CC=2)C2C=CC=CC=2)C=CC=CC=1. Product: [CH2:15]([O:22][C:23]1[CH:24]=[CH:25][C:26]([C:27]([NH:29][CH2:30][C@H:31]2[CH2:36][CH2:35][C@@H:34]([CH2:37][O:38][C:41]3[CH:46]=[CH:45][CH:44]=[CH:43][CH:42]=3)[CH2:33][CH2:32]2)=[O:28])=[CH:39][CH:40]=1)[C:16]1[CH:17]=[CH:18][CH:19]=[CH:20][CH:21]=1. The catalyst class is: 1. (7) Reactant: C([O:8][C:9]1[CH:33]=[CH:32][C:12]([O:13][CH2:14][C@@H:15]([OH:31])[CH2:16][NH:17][CH2:18][CH:19]2[CH2:24][CH2:23][N:22]([CH2:25][CH2:26][C:27]([F:30])([F:29])[F:28])[CH2:21][CH2:20]2)=[CH:11][CH:10]=1)C1C=CC=CC=1.C([O-])=O.[NH4+]. Product: [OH:31][C@@H:15]([CH2:16][NH:17][CH2:18][CH:19]1[CH2:20][CH2:21][N:22]([CH2:25][CH2:26][C:27]([F:30])([F:28])[F:29])[CH2:23][CH2:24]1)[CH2:14][O:13][C:12]1[CH:32]=[CH:33][C:9]([OH:8])=[CH:10][CH:11]=1. The catalyst class is: 19. (8) The catalyst class is: 240. Product: [OH:6][C@H:5]([CH2:4][OH:3])[CH2:7][O:8][NH:9][C:10]([C:12]1[S:20][C:19]2[CH:18]=[CH:17][N:16]=[CH:15][C:14]=2[C:13]=1[NH:21][C:22]1[CH:27]=[CH:26][C:25]([I:28])=[CH:24][C:23]=1[F:29])=[O:11]. Reactant: CC1(C)[O:6][C@@H:5]([CH2:7][O:8][NH:9][C:10]([C:12]2[S:20][C:19]3[CH:18]=[CH:17][N:16]=[CH:15][C:14]=3[C:13]=2[NH:21][C:22]2[CH:27]=[CH:26][C:25]([I:28])=[CH:24][C:23]=2[F:29])=[O:11])[CH2:4][O:3]1. (9) Reactant: [CH3:1][O:2][C:3]1[CH:8]=[CH:7][C:6]([N+:9]([O-])=O)=[CH:5][C:4]=1[C:12]1[CH2:13][CH2:14][N:15]([CH3:18])[CH2:16][CH:17]=1.[ClH:19]. Product: [ClH:19].[CH3:1][O:2][C:3]1[CH:8]=[CH:7][C:6]([NH2:9])=[CH:5][C:4]=1[C:12]1[CH2:17][CH2:16][N:15]([CH3:18])[CH2:14][CH:13]=1. The catalyst class is: 8.